Dataset: Reaction yield outcomes from USPTO patents with 853,638 reactions. Task: Predict the reaction yield, written as a fraction of the theoretical maximum amount of product (1.0 means a 100% yield; for example, 0.34 means a 34% yield). The reactants are [O:1]=[C:2]1[CH2:7][CH2:6][CH:5]([N:8]2[C:13](=[O:14])[C:12]([CH2:15][C:16]3[CH:21]=[CH:20][C:19]([C:22]4[CH:27]=[CH:26][CH:25]=[CH:24][C:23]=4[C:28]4[NH:32][C:31](=[O:33])[O:30][N:29]=4)=[CH:18][CH:17]=3)=[C:11]([CH2:34][CH2:35][CH3:36])[N:10]3[N:37]=[CH:38][N:39]=[C:9]23)[CH2:4][CH2:3]1.[BH4-].[Na+]. The catalyst is CO. The product is [OH:1][CH:2]1[CH2:7][CH2:6][CH:5]([N:8]2[C:13](=[O:14])[C:12]([CH2:15][C:16]3[CH:17]=[CH:18][C:19]([C:22]4[CH:27]=[CH:26][CH:25]=[CH:24][C:23]=4[C:28]4[NH:32][C:31](=[O:33])[O:30][N:29]=4)=[CH:20][CH:21]=3)=[C:11]([CH2:34][CH2:35][CH3:36])[N:10]3[N:37]=[CH:38][N:39]=[C:9]23)[CH2:4][CH2:3]1. The yield is 0.660.